Task: Predict the reactants needed to synthesize the given product.. Dataset: Full USPTO retrosynthesis dataset with 1.9M reactions from patents (1976-2016) (1) Given the product [CH3:14][CH:12]1[CH2:11][CH:10]([CH3:15])[CH2:9][N:8]([CH2:7][CH2:6][O:5][C:4]2[CH:16]=[CH:17][C:18]([NH2:20])=[CH:19][C:3]=2[O:2][CH3:1])[CH2:13]1, predict the reactants needed to synthesize it. The reactants are: [CH3:1][O:2][C:3]1[CH:19]=[C:18]([N+:20]([O-])=O)[CH:17]=[CH:16][C:4]=1[O:5][CH2:6][CH2:7][N:8]1[CH2:13][CH:12]([CH3:14])[CH2:11][CH:10]([CH3:15])[CH2:9]1. (2) Given the product [Br:1][C:2]1[CH:27]=[CH:26][C:5]2[C:6](=[O:25])[N:7]([CH2:9][C:10](=[O:11])[N:12]3[CH2:17][CH2:16][NH:15][CH2:14][CH2:13]3)[S:8][C:4]=2[CH:3]=1, predict the reactants needed to synthesize it. The reactants are: [Br:1][C:2]1[CH:27]=[CH:26][C:5]2[C:6](=[O:25])[N:7]([CH2:9][C:10]([N:12]3[CH2:17][CH2:16][N:15](C(OC(C)(C)C)=O)[CH2:14][CH2:13]3)=[O:11])[S:8][C:4]=2[CH:3]=1.C(O)(C(F)(F)F)=O. (3) Given the product [CH2:1]([O:3][C:4](=[O:17])[CH2:5][N:6]1[C:14]2[C:9](=[CH:10][C:11]([F:15])=[CH:12][CH:13]=2)[C:8]([S:22][CH2:21][CH2:20][S:19][CH3:18])=[C:7]1[CH3:16])[CH3:2], predict the reactants needed to synthesize it. The reactants are: [CH2:1]([O:3][C:4](=[O:17])[CH2:5][N:6]1[C:14]2[C:9](=[CH:10][C:11]([F:15])=[CH:12][CH:13]=2)[CH:8]=[C:7]1[CH3:16])[CH3:2].[CH3:18][S:19][CH2:20][CH2:21][SH:22].II.[I-].[K+].